From a dataset of Full USPTO retrosynthesis dataset with 1.9M reactions from patents (1976-2016). Predict the reactants needed to synthesize the given product. (1) Given the product [CH:22]([C:5]12[CH2:6][CH:7]3[CH2:9][CH:3]([CH2:2][C:1]([C:11]45[CH2:18][CH:17]6[CH2:19][CH:13]([CH2:14][CH:15]([CH2:16]6)[CH2:20]4)[CH2:12]5)([CH2:8]3)[CH2:10]1)[CH2:4]2)=[CH2:23], predict the reactants needed to synthesize it. The reactants are: [C:1]12([C:11]34[CH2:20][CH:15]5[CH2:16][CH:17]([CH2:19][CH:13]([CH2:14]5)[CH2:12]3)[CH2:18]4)[CH2:10][CH:5]3[CH2:6][CH:7]([CH2:9][CH:3]([CH2:4]3)[CH2:2]1)[CH2:8]2.Br[C:22]12CC3CC(CC(C45CC6CC(CC(C6)C4)C5)(C3)[CH2:23]1)C2. (2) Given the product [C:1]([O:5][C:6]([N:8]1[CH2:12][CH2:11][C@H:10]([N:26]2[CH2:27][CH2:28][CH2:29][C@@H:25]2[CH3:24])[CH2:9]1)=[O:7])([CH3:2])([CH3:3])[CH3:4], predict the reactants needed to synthesize it. The reactants are: [C:1]([O:5][C:6]([N:8]1[CH2:12][CH2:11][C@@H:10](OS(C2C=CC(C)=CC=2)(=O)=O)[CH2:9]1)=[O:7])([CH3:4])([CH3:3])[CH3:2].[CH3:24][C@H:25]1[CH2:29][CH2:28][CH2:27][NH:26]1.C([O-])([O-])=O.[K+].[K+]. (3) Given the product [O:18]([C:19]1[N:7]([C:1]2[CH:2]=[CH:3][CH:4]=[CH:5][CH:6]=2)[C:8](=[S:11])[NH:9][N:10]=1)[C:15]1[CH:16]=[CH:17][CH:12]=[CH:13][CH:14]=1, predict the reactants needed to synthesize it. The reactants are: [C:1]1([NH:7][C:8](=[S:11])[NH:9][NH2:10])[CH:6]=[CH:5][CH:4]=[CH:3][CH:2]=1.[CH:12]1[CH:17]=[CH:16][C:15]([O:18][C:19](Cl)=S)=[CH:14][CH:13]=1. (4) Given the product [CH3:23][O:22][C:20]1[C:19]([O:24][CH3:25])=[CH:18][C:17]2[C:7]3[C:6](=[C:5]4[CH:4]=[C:3]5[O:2][CH2:1][O:13][C:12]5=[CH:11][C:10]4=[N:9][CH:8]=3)[N:14]([CH2:28][CH2:29][CH2:30][CH3:31])[C:15](=[O:27])[C:16]=2[CH:21]=1, predict the reactants needed to synthesize it. The reactants are: [CH2:1]1[O:13][C:12]2[CH:11]=[C:10]3[C:5]([C:6]([N:14]([CH2:28][CH2:29][CH2:30][CH3:31])[C:15](=[O:27])[C:16]4[CH:21]=[C:20]([O:22][CH3:23])[C:19]([O:24][CH3:25])=[CH:18][C:17]=4I)=[CH:7][CH:8]=[N:9]3)=[CH:4][C:3]=2[O:2]1.CC1C=CC=CC=1P(C1C=CC=CC=1C)C1C=CC=CC=1C. (5) Given the product [CH2:33]([CH:29]1[CH:28]=[C:27]([CH3:36])[CH2:26][CH:25]([CH3:37])[CH2:24][CH:23]([O:38][CH3:39])[CH:22]2[O:40][C:18]([OH:44])([CH:19]([CH3:43])[CH2:20][CH:21]2[O:41][CH3:42])[C:17](=[O:45])[C:16](=[O:46])[N:15]2[CH:10]([CH2:11][CH2:12][CH2:13][CH2:14]2)[C:9](=[O:47])[O:8][CH:7]([C:48]([CH3:76])=[CH:49][CH:50]2[CH2:55][CH2:54][CH:53]([O:56][Si:57]([C:70]([CH3:73])([CH3:72])[CH3:71])([C:58]3[CH:63]=[CH:62][CH:61]=[CH:60][CH:59]=3)[C:64]3[CH:69]=[CH:68][CH:67]=[CH:66][CH:65]=3)[CH:52]([O:74][CH3:75])[CH2:51]2)[CH:6]([CH3:77])[CH:5]=[CH:31][C:30]1=[O:32])[CH:34]=[CH2:35], predict the reactants needed to synthesize it. The reactants are: C(O[CH:5]1[CH2:31][C:30](=[O:32])[CH:29]([CH2:33][CH:34]=[CH2:35])[CH:28]=[C:27]([CH3:36])[CH2:26][CH:25]([CH3:37])[CH2:24][CH:23]([O:38][CH3:39])[CH:22]2[O:40][C:18]([OH:44])([CH:19]([CH3:43])[CH2:20][CH:21]2[O:41][CH3:42])[C:17](=[O:45])[C:16](=[O:46])[N:15]2[CH:10]([CH2:11][CH2:12][CH2:13][CH2:14]2)[C:9](=[O:47])[O:8][CH:7]([C:48]([CH3:76])=[CH:49][CH:50]2[CH2:55][CH2:54][CH:53]([O:56][Si:57]([C:70]([CH3:73])([CH3:72])[CH3:71])([C:64]3[CH:69]=[CH:68][CH:67]=[CH:66][CH:65]=3)[C:58]3[CH:63]=[CH:62][CH:61]=[CH:60][CH:59]=3)[CH:52]([O:74][CH3:75])[CH2:51]2)[CH:6]1[CH3:77])(=O)C.C(=O)([O-])[O-].[K+].[K+]. (6) Given the product [CH2:1]([O:8][C:9]1[C:14]([I:15])=[CH:13][N:12]=[C:11]([NH:47][C:46]2[CH:48]=[CH:49][CH:50]=[C:44]([F:43])[CH:45]=2)[N:10]=1)[C:2]1[CH:7]=[CH:6][CH:5]=[CH:4][CH:3]=1, predict the reactants needed to synthesize it. The reactants are: [CH2:1]([O:8][C:9]1[C:14]([I:15])=[CH:13][N:12]=[C:11](Cl)[N:10]=1)[C:2]1[CH:7]=[CH:6][CH:5]=[CH:4][CH:3]=1.[C@]12(CS(O)(=O)=O)C(C)(C)C(CC1)CC2=O.C(=O)([O-])O.[Na+].C(OCC)(=O)C.[F:43][C:44]1[CH:45]=[C:46]([CH:48]=[CH:49][CH:50]=1)[NH2:47]. (7) Given the product [C:11]1([CH:10]([C:17]2[CH:22]=[CH:21][CH:20]=[CH:19][CH:18]=2)[N:8]2[CH2:9][CH:6]([N:26]3[CH2:27][CH2:28][NH:29][C:24](=[O:23])[CH:25]3[CH2:30][C:31]([O:33][CH2:34][CH3:35])=[O:32])[CH2:7]2)[CH:16]=[CH:15][CH:14]=[CH:13][CH:12]=1, predict the reactants needed to synthesize it. The reactants are: CS(O[CH:6]1[CH2:9][N:8]([CH:10]([C:17]2[CH:22]=[CH:21][CH:20]=[CH:19][CH:18]=2)[C:11]2[CH:16]=[CH:15][CH:14]=[CH:13][CH:12]=2)[CH2:7]1)(=O)=O.[O:23]=[C:24]1[NH:29][CH2:28][CH2:27][NH:26][CH:25]1[CH2:30][C:31]([O:33][CH2:34][CH3:35])=[O:32].C(N(CC)CC)C. (8) Given the product [F:39][C:40]1[CH:45]=[CH:44][CH:43]=[CH:42][C:41]=1[N:46]([S:47]([C:50]1[CH:51]=[CH:52][C:53]([CH3:56])=[CH:54][CH:55]=1)(=[O:48])=[O:49])[CH2:34][CH:32]([OH:33])[CH2:31][O:30][CH:18]1[CH:17]([C:14]2[CH:13]=[CH:12][C:11]([O:10][CH2:9][CH2:8][CH2:7][O:6][CH2:5][C:4]3[CH:35]=[CH:36][CH:37]=[CH:38][C:3]=3[O:2][CH3:1])=[CH:16][CH:15]=2)[CH2:22][CH2:21][N:20]([C:23]([O:25][C:26]([CH3:29])([CH3:28])[CH3:27])=[O:24])[CH2:19]1, predict the reactants needed to synthesize it. The reactants are: [CH3:1][O:2][C:3]1[CH:38]=[CH:37][CH:36]=[CH:35][C:4]=1[CH2:5][O:6][CH2:7][CH2:8][CH2:9][O:10][C:11]1[CH:16]=[CH:15][C:14]([CH:17]2[CH2:22][CH2:21][N:20]([C:23]([O:25][C:26]([CH3:29])([CH3:28])[CH3:27])=[O:24])[CH2:19][CH:18]2[O:30][CH2:31][CH:32]2[CH2:34][O:33]2)=[CH:13][CH:12]=1.[F:39][C:40]1[CH:45]=[CH:44][CH:43]=[CH:42][C:41]=1[NH:46][S:47]([C:50]1[CH:55]=[CH:54][C:53]([CH3:56])=[CH:52][CH:51]=1)(=[O:49])=[O:48].C(=O)([O-])[O-].[K+].[K+].[Cl-].[Li+]. (9) Given the product [Br:9][C:10]1[C:11]([CH2:16][C:24]2([OH:32])[C:25]3[C:30](=[CH:29][CH:28]=[C:27]([CH3:31])[CH:26]=3)[N:22]([CH2:17][CH2:18][CH:19]([CH3:20])[CH3:21])[C:23]2=[O:33])=[N:12][CH:13]=[CH:14][CH:15]=1, predict the reactants needed to synthesize it. The reactants are: [Li+].CC([N-]C(C)C)C.[Br:9][C:10]1[C:11]([CH3:16])=[N:12][CH:13]=[CH:14][CH:15]=1.[CH2:17]([N:22]1[C:30]2[C:25](=[CH:26][C:27]([CH3:31])=[CH:28][CH:29]=2)[C:24](=[O:32])[C:23]1=[O:33])[CH2:18][CH:19]([CH3:21])[CH3:20].